From a dataset of NCI-60 drug combinations with 297,098 pairs across 59 cell lines. Regression. Given two drug SMILES strings and cell line genomic features, predict the synergy score measuring deviation from expected non-interaction effect. (1) Synergy scores: CSS=8.52, Synergy_ZIP=-4.18, Synergy_Bliss=-2.74, Synergy_Loewe=0.380, Synergy_HSA=0.197. Drug 1: COC1=NC(=NC2=C1N=CN2C3C(C(C(O3)CO)O)O)N. Drug 2: CC(C)(C#N)C1=CC(=CC(=C1)CN2C=NC=N2)C(C)(C)C#N. Cell line: HS 578T. (2) Drug 1: CS(=O)(=O)CCNCC1=CC=C(O1)C2=CC3=C(C=C2)N=CN=C3NC4=CC(=C(C=C4)OCC5=CC(=CC=C5)F)Cl. Drug 2: C1=NC2=C(N1)C(=S)N=CN2. Cell line: ACHN. Synergy scores: CSS=22.1, Synergy_ZIP=-9.02, Synergy_Bliss=0.0503, Synergy_Loewe=-2.87, Synergy_HSA=1.60. (3) Drug 1: C1CCC(C1)C(CC#N)N2C=C(C=N2)C3=C4C=CNC4=NC=N3. Drug 2: CCC1(CC2CC(C3=C(CCN(C2)C1)C4=CC=CC=C4N3)(C5=C(C=C6C(=C5)C78CCN9C7C(C=CC9)(C(C(C8N6C=O)(C(=O)OC)O)OC(=O)C)CC)OC)C(=O)OC)O.OS(=O)(=O)O. Cell line: MDA-MB-435. Synergy scores: CSS=38.0, Synergy_ZIP=11.5, Synergy_Bliss=12.7, Synergy_Loewe=-37.8, Synergy_HSA=8.22. (4) Drug 2: CN(C(=O)NC(C=O)C(C(C(CO)O)O)O)N=O. Synergy scores: CSS=-0.510, Synergy_ZIP=-5.16, Synergy_Bliss=-3.51, Synergy_Loewe=-12.1, Synergy_HSA=-3.85. Drug 1: C1CCC(CC1)NC(=O)N(CCCl)N=O. Cell line: NCI-H226. (5) Drug 1: COC1=CC(=CC(=C1O)OC)C2C3C(COC3=O)C(C4=CC5=C(C=C24)OCO5)OC6C(C(C7C(O6)COC(O7)C8=CC=CS8)O)O. Drug 2: CC1C(C(CC(O1)OC2CC(CC3=C2C(=C4C(=C3O)C(=O)C5=CC=CC=C5C4=O)O)(C(=O)C)O)N)O. Cell line: UACC-257. Synergy scores: CSS=53.1, Synergy_ZIP=-2.59, Synergy_Bliss=1.54, Synergy_Loewe=2.55, Synergy_HSA=4.38.